The task is: Predict the reactants needed to synthesize the given product.. This data is from Retrosynthesis with 50K atom-mapped reactions and 10 reaction types from USPTO. Given the product CCOc1cc(Oc2ccc3c(c2)COB3O)ccc1C#N, predict the reactants needed to synthesize it. The reactants are: CCI.N#Cc1ccc(Oc2ccc3c(c2)COB3O)cc1O.